This data is from Reaction yield outcomes from USPTO patents with 853,638 reactions. The task is: Predict the reaction yield, written as a fraction of the theoretical maximum amount of product (1.0 means a 100% yield; for example, 0.34 means a 34% yield). (1) The reactants are [CH3:1][O:2][C:3]1[CH:4]=[C:5](/[CH:11]=[CH:12]/[C:13]([N:15]2[C:19]3[CH:20]=[CH:21][CH:22]=[CH:23][C:18]=3[NH:17][C:16]2=[O:24])=[O:14])[CH:6]=[CH:7][C:8]=1[O:9][CH3:10].IC.[C:27]([O-])([O-])=O.[K+].[K+]. The catalyst is CN(C=O)C. The product is [CH3:1][O:2][C:3]1[CH:4]=[C:5](/[CH:11]=[CH:12]/[C:13]([N:15]2[C:19]3[CH:20]=[CH:21][CH:22]=[CH:23][C:18]=3[N:17]([CH3:27])[C:16]2=[O:24])=[O:14])[CH:6]=[CH:7][C:8]=1[O:9][CH3:10]. The yield is 0.790. (2) The reactants are C(OC([N:8]1[CH2:12][C@H:11]([O:13][Si](C(C)(C)C)(C)C)[CH2:10][C@@H:9]1[C:21](=[O:35])[NH:22][C:23]1[CH:28]=[CH:27][C:26]([C:29](=[O:33])[N:30]([CH3:32])[CH3:31])=[CH:25][C:24]=1[F:34])=O)(C)(C)C.C(O)(C(F)(F)F)=O. The catalyst is C(Cl)Cl. The product is [CH3:31][N:30]([CH3:32])[C:29]([C:26]1[CH:27]=[CH:28][C:23]([NH:22][C:21]([C@H:9]2[CH2:10][C@@H:11]([OH:13])[CH2:12][NH:8]2)=[O:35])=[C:24]([F:34])[CH:25]=1)=[O:33]. The yield is 1.00. (3) The reactants are [F:1][C:2]1[C:12]([C:13]([OH:15])=O)=[CH:11][C:5]2[NH:6][C:7](=[O:10])[CH2:8][S:9][C:4]=2[CH:3]=1.[C:16]1([N:26]2[CH:34]=[C:33]3[C:28]([CH2:29][CH2:30][CH:31]([NH2:35])[CH2:32]3)=[N:27]2)[C:25]2[C:20](=[CH:21][CH:22]=[CH:23][CH:24]=2)[CH:19]=[CH:18][CH:17]=1.C1C=CC2N(O)N=NC=2C=1.C(Cl)CCl. The catalyst is CN(C=O)C.CCOC(C)=O.[OH-].[Na+]. The product is [C:16]1([N:26]2[CH:34]=[C:33]3[C:28]([CH2:29][CH2:30][CH:31]([NH:35][C:13]([C:12]4[C:2]([F:1])=[CH:3][C:4]5[S:9][CH2:8][C:7](=[O:10])[NH:6][C:5]=5[CH:11]=4)=[O:15])[CH2:32]3)=[N:27]2)[C:25]2[C:20](=[CH:21][CH:22]=[CH:23][CH:24]=2)[CH:19]=[CH:18][CH:17]=1. The yield is 0.0800. (4) The reactants are C1(S(O)(=O)=O)C=CC=CC=1.[CH2:11]([O:13][C:14]([C:16]12[CH2:23][CH2:22][C:19]([NH:24][CH2:25][C:26]([N:28]3[CH2:32][C@@H:31]([F:33])[CH2:30][C@H:29]3[C:34]([NH2:36])=O)=[O:27])([CH2:20][CH2:21]1)[CH2:18][CH2:17]2)=[O:15])[CH3:12].FC(F)(F)C(OC(=O)C(F)(F)F)=O.O.C(=O)([O-])[O-].[K+].[K+]. The catalyst is CN(C)C=O. The product is [CH2:11]([O:13][C:14]([C:16]12[CH2:23][CH2:22][C:19]([NH:24][CH2:25][C:26]([N:28]3[CH2:32][C@@H:31]([F:33])[CH2:30][C@H:29]3[C:34]#[N:36])=[O:27])([CH2:20][CH2:21]1)[CH2:18][CH2:17]2)=[O:15])[CH3:12]. The yield is 0.840. (5) The reactants are [Br:1][C:2]1[CH:3]=[C:4]([CH:7]=[CH:8][C:9]=1[F:10])[CH:5]=O.[C:11]([NH:14][NH2:15])([NH2:13])=[NH:12].[ClH:16]. No catalyst specified. The product is [ClH:16].[Br:1][C:2]1[CH:3]=[C:4]([CH:7]=[CH:8][C:9]=1[F:10])[CH:5]=[N:15][NH:14][C:11]([NH2:13])=[NH:12]. The yield is 0.750. (6) The reactants are OS(O)(=O)=O.[CH3:6][N:7]([CH2:17][CH:18](OC)OC)[C:8](=[O:16])[CH2:9][C:10]1[CH:15]=[CH:14][CH:13]=[CH:12][CH:11]=1. No catalyst specified. The product is [CH3:6][N:7]1[C:8](=[O:16])[CH2:9][C:10]2[CH:15]=[CH:14][CH2:13][CH2:12][C:11]=2[CH:18]=[CH:17]1. The yield is 0.735. (7) The reactants are [CH:1]1([C:4]([N:6]2[CH2:10][CH2:9][C@@H:8]([CH2:11][NH:12][C:13]3[C:14]([NH2:23])=[CH:15][CH:16]=[C:17]([C:19]([F:22])([F:21])[F:20])[CH:18]=3)[CH2:7]2)=[O:5])[CH2:3][CH2:2]1.[Br:24][C:25]1[CH:32]=[CH:31][C:28]([CH:29]=O)=[CH:27][CH:26]=1. The catalyst is C(O)CCC. The product is [Br:24][C:25]1[CH:32]=[CH:31][C:28]([C:29]2[N:12]([CH2:11][C@@H:8]3[CH2:9][CH2:10][N:6]([C:4]([CH:1]4[CH2:3][CH2:2]4)=[O:5])[CH2:7]3)[C:13]3[CH:18]=[C:17]([C:19]([F:20])([F:21])[F:22])[CH:16]=[CH:15][C:14]=3[N:23]=2)=[CH:27][CH:26]=1. The yield is 0.550. (8) The reactants are S(Cl)(Cl)=O.[Cl:5][C:6]1[CH:11]=[CH:10][C:9]([N:12]2[CH:16]=[C:15]([C:17](O)=O)[CH:14]=[N:13]2)=[CH:8][CH:7]=1.[Si](C=[N+]=[N-])(C)(C)[CH3:21].[ClH:27].[OH-:28].[Na+]. The catalyst is CCOCC. The product is [Cl:27][CH2:21][C:17]([C:15]1[CH:14]=[N:13][N:12]([C:9]2[CH:10]=[CH:11][C:6]([Cl:5])=[CH:7][CH:8]=2)[CH:16]=1)=[O:28]. The yield is 0.430. (9) The reactants are [F:1][C@@H:2]1[C@H:8]([NH:9]C(=O)OC(C)(C)C)[CH2:7][CH2:6][C@@H:5]([C:17]2[N:21]([CH3:22])[N:20]=[CH:19][C:18]=2[N+:23]([O-])=O)[O:4][CH2:3]1.[F:26][C:27]1[CH:32]=[C:31]([O:33][CH2:34][CH2:35][O:36][CH3:37])[CH:30]=[C:29]([F:38])[C:28]=1[C:39]1[N:44]=[C:43]([C:45](O)=[O:46])[CH:42]=[CH:41][C:40]=1[F:48]. No catalyst specified. The product is [NH2:9][C@H:8]1[C@@H:2]([F:1])[CH2:3][O:4][C@H:5]([C:17]2[N:21]([CH3:22])[N:20]=[CH:19][C:18]=2[NH:23][C:45](=[O:46])[C:43]2[CH:42]=[CH:41][C:40]([F:48])=[C:39]([C:28]3[C:29]([F:38])=[CH:30][C:31]([O:33][CH2:34][CH2:35][O:36][CH3:37])=[CH:32][C:27]=3[F:26])[N:44]=2)[CH2:6][CH2:7]1. The yield is 0.500.